From a dataset of Full USPTO retrosynthesis dataset with 1.9M reactions from patents (1976-2016). Predict the reactants needed to synthesize the given product. (1) Given the product [CH3:17][CH2:18][O:15][C:14]([C@@H:9]1[CH2:10][C@H:11]([OH:13])[CH2:12][N:8]1[C:6]([O:5][C:1]([CH3:4])([CH3:2])[CH3:3])=[O:7])=[O:16], predict the reactants needed to synthesize it. The reactants are: [C:1]([O:5][C:6]([N:8]1[CH2:12][C@@H:11]([OH:13])[CH2:10][C@H:9]1[C:14]([OH:16])=[O:15])=[O:7])([CH3:4])([CH3:3])[CH3:2].[CH2:17](Br)[CH3:18]. (2) Given the product [CH3:26][C:23]1[N:22]([CH:27]([CH3:29])[CH3:28])[C:21]([C:19]2[CH:18]=[CH:17][N:16]=[C:15]([NH:14][CH:11]3[CH2:12][CH2:13][N:8]([S:5]([CH2:4][CH2:3][CH2:2][NH:32][CH:33]([CH2:36][CH3:37])[CH2:34][OH:35])(=[O:7])=[O:6])[CH2:9][CH2:10]3)[N:20]=2)=[CH:25][N:24]=1, predict the reactants needed to synthesize it. The reactants are: Cl[CH2:2][CH2:3][CH2:4][S:5]([N:8]1[CH2:13][CH2:12][CH:11]([NH:14][C:15]2[N:20]=[C:19]([C:21]3[N:22]([CH:27]([CH3:29])[CH3:28])[C:23]([CH3:26])=[N:24][CH:25]=3)[CH:18]=[CH:17][N:16]=2)[CH2:10][CH2:9]1)(=[O:7])=[O:6].[I-].[Na+].[NH2:32][CH:33]([CH2:36][CH3:37])[CH2:34][OH:35]. (3) Given the product [Br:1][C:2]1[C:3](=[O:10])[N:4]([CH2:12][C:13]([NH2:15])=[O:14])[C:5](=[O:9])[N:6]([CH3:8])[CH:7]=1, predict the reactants needed to synthesize it. The reactants are: [Br:1][C:2]1[C:3](=[O:10])[NH:4][C:5](=[O:9])[N:6]([CH3:8])[CH:7]=1.Br[CH2:12][C:13]([NH2:15])=[O:14].C([O-])([O-])=O.[K+].[K+].